Dataset: Forward reaction prediction with 1.9M reactions from USPTO patents (1976-2016). Task: Predict the product of the given reaction. (1) Given the reactants C(OC([N:8]=[C:9]1[N:13]([CH2:14][C:15]([O:17][CH2:18][CH3:19])=[O:16])[C:12]2[CH:20]=[CH:21][CH:22]=[CH:23][C:11]=2[S:10]1)=O)(C)(C)C.Cl, predict the reaction product. The product is: [NH:8]=[C:9]1[N:13]([CH2:14][C:15]([O:17][CH2:18][CH3:19])=[O:16])[C:12]2[CH:20]=[CH:21][CH:22]=[CH:23][C:11]=2[S:10]1. (2) Given the reactants Br[C:2]1[CH:3]=[C:4]([NH:8][C:9](=[O:17])[CH2:10][C:11]2[CH:16]=[CH:15][CH:14]=[CH:13][CH:12]=2)[CH:5]=[N:6][CH:7]=1.CC1(C)C(C)(C)OB([C:26]2[CH:27]=[C:28]3[C:32](=[CH:33][CH:34]=2)[N:31]([CH2:35][O:36][CH2:37][CH2:38][Si:39]([CH3:42])([CH3:41])[CH3:40])[N:30]=[C:29]3[CH:43]=[O:44])O1.C([O-])([O-])=O.[Na+].[Na+].COCCOC, predict the reaction product. The product is: [CH:43]([C:29]1[C:28]2[C:32](=[CH:33][CH:34]=[C:26]([C:2]3[CH:3]=[C:4]([NH:8][C:9](=[O:17])[CH2:10][C:11]4[CH:16]=[CH:15][CH:14]=[CH:13][CH:12]=4)[CH:5]=[N:6][CH:7]=3)[CH:27]=2)[N:31]([CH2:35][O:36][CH2:37][CH2:38][Si:39]([CH3:42])([CH3:41])[CH3:40])[N:30]=1)=[O:44]. (3) Given the reactants [Cl:1][C:2]1[CH:20]=[CH:19][C:5]([CH2:6][N:7]2[C:11]3[CH:12]=[CH:13][C:14]([C:16]([OH:18])=O)=[CH:15][C:10]=3[N:9]=[CH:8]2)=[CH:4][CH:3]=1.CCN(C(C)C)[CH:24]([CH3:26])[CH3:25].CN(C(ON1N=NC2C=CC=NC1=2)=[N+](C)C)C.F[P-](F)(F)(F)(F)F.Br[C:55]1[CH:60]=[CH:59][C:58]([C@@H:61]([NH2:63])[CH3:62])=[CH:57][CH:56]=1, predict the reaction product. The product is: [Cl:1][C:2]1[CH:3]=[CH:4][C:5]([CH2:6][N:7]2[C:11]3[CH:12]=[CH:13][C:14]([C:16]([NH:63][C@H:61]([C:58]4[CH:59]=[CH:60][CH:55]=[C:56]([CH:24]([CH3:26])[CH3:25])[CH:57]=4)[CH3:62])=[O:18])=[CH:15][C:10]=3[N:9]=[CH:8]2)=[CH:19][CH:20]=1. (4) Given the reactants [CH2:1]([C:3]1[N:13]([CH2:14][C:15]2[CH:20]=[CH:19][C:18]([N+:21]([O-])=O)=[CH:17][CH:16]=2)[C:6]2=[N:7][C:8]([CH3:12])=[CH:9][C:10]([CH3:11])=[C:5]2[N:4]=1)[CH3:2].C([O-])=O.[NH4+], predict the reaction product. The product is: [NH2:21][C:18]1[CH:19]=[CH:20][C:15]([CH2:14][N:13]2[C:6]3=[N:7][C:8]([CH3:12])=[CH:9][C:10]([CH3:11])=[C:5]3[N:4]=[C:3]2[CH2:1][CH3:2])=[CH:16][CH:17]=1. (5) Given the reactants [C:1](=[O:20])([O:12][CH2:13][C:14]1[CH:19]=[CH:18][N:17]=[CH:16][CH:15]=1)OC1C=CC([N+]([O-])=O)=CC=1.[NH2:21][C@@H:22]([CH2:27][OH:28])[CH2:23][CH:24]([CH3:26])[CH3:25], predict the reaction product. The product is: [OH:28][CH2:27][C@H:22]([NH:21][C:1](=[O:20])[O:12][CH2:13][C:14]1[CH:15]=[CH:16][N:17]=[CH:18][CH:19]=1)[CH2:23][CH:24]([CH3:26])[CH3:25].